From a dataset of TCR-epitope binding with 47,182 pairs between 192 epitopes and 23,139 TCRs. Binary Classification. Given a T-cell receptor sequence (or CDR3 region) and an epitope sequence, predict whether binding occurs between them. (1) Result: 0 (the TCR does not bind to the epitope). The epitope is HTDFSSEIIGY. The TCR CDR3 sequence is CASSSGTSGGAGETQYF. (2) The epitope is VSFIEFVGW. The TCR CDR3 sequence is CASSPDGYGYTF. Result: 0 (the TCR does not bind to the epitope). (3) The epitope is HTTDPSFLGRY. The TCR CDR3 sequence is CASSLTTGGRNEQFF. Result: 0 (the TCR does not bind to the epitope). (4) The epitope is IYSKHTPINL. The TCR CDR3 sequence is CASSINSGWGEQFF. Result: 0 (the TCR does not bind to the epitope). (5) The epitope is RIFTIGTVTLK. The TCR CDR3 sequence is CASSQKGLGETQYF. Result: 0 (the TCR does not bind to the epitope).